This data is from Catalyst prediction with 721,799 reactions and 888 catalyst types from USPTO. The task is: Predict which catalyst facilitates the given reaction. Reactant: CN1CCOCC1.[CH:8]1([NH2:12])[CH2:11][CH2:10][CH2:9]1.ON1C2C=CC=CC=2N=N1.Cl.CN(C)CCCN=C=NCC.[Cl:35][C:36]1[C:41]([Cl:42])=[CH:40][CH:39]=[CH:38][C:37]=1[NH:43][C:44]1[CH:52]=[C:51]([C:53]([F:56])([F:55])[F:54])[C:47]([C:48](O)=[O:49])=[CH:46][N:45]=1. Product: [Cl:35][C:36]1[C:41]([Cl:42])=[CH:40][CH:39]=[CH:38][C:37]=1[NH:43][C:44]1[CH:52]=[C:51]([C:53]([F:55])([F:56])[F:54])[C:47]([C:48]([NH:12][CH:8]2[CH2:11][CH2:10][CH2:9]2)=[O:49])=[CH:46][N:45]=1. The catalyst class is: 9.